Dataset: Catalyst prediction with 721,799 reactions and 888 catalyst types from USPTO. Task: Predict which catalyst facilitates the given reaction. The catalyst class is: 4. Reactant: [C:1]1([C:7](=[O:15])[CH2:8][C:9]2[CH:14]=[CH:13][N:12]=[CH:11][CH:10]=2)[CH:6]=[CH:5][CH:4]=[CH:3][CH:2]=1.C([O-])(=O)C.[NH4+].C([BH3-])#[N:22].[Na+]. Product: [CH3:7][OH:15].[NH3:12].[C:1]1([CH:7]([NH2:22])[CH2:8][C:9]2[CH:14]=[CH:13][N:12]=[CH:11][CH:10]=2)[CH:6]=[CH:5][CH:4]=[CH:3][CH:2]=1.